This data is from Forward reaction prediction with 1.9M reactions from USPTO patents (1976-2016). The task is: Predict the product of the given reaction. The product is: [C:38]([O:37][C:35]([N:32]1[CH:33]=[CH:34][C:30]([CH3:29])=[N:31]1)=[O:36])([CH3:41])([CH3:40])[CH3:39]. Given the reactants C(C(NC(CC(C)C)C(O)=O)CC1N(CC2C=C(Cl)C=C(Cl)C=2)N=CC=1)(O)=O.[CH3:29][C:30]1[CH:34]=[CH:33][NH:32][N:31]=1.[C:35](O[C:35]([O:37][C:38]([CH3:41])([CH3:40])[CH3:39])=[O:36])([O:37][C:38]([CH3:41])([CH3:40])[CH3:39])=[O:36], predict the reaction product.